Dataset: Reaction yield outcomes from USPTO patents with 853,638 reactions. Task: Predict the reaction yield, written as a fraction of the theoretical maximum amount of product (1.0 means a 100% yield; for example, 0.34 means a 34% yield). (1) The reactants are [Br:1][C:2]1[C:8](F)=[CH:7][C:5]([NH2:6])=[C:4]([N+:10]([O-:12])=[O:11])[CH:3]=1.C(=O)([O-])[O-].[Cs+].[Cs+].[F:19][C:20]1[CH:25]=[C:24]([F:26])[CH:23]=[CH:22][C:21]=1[OH:27]. The catalyst is CS(C)=O.C(OCC)(=O)C.O. The product is [Br:1][C:2]1[C:8]([O:27][C:21]2[CH:22]=[CH:23][C:24]([F:26])=[CH:25][C:20]=2[F:19])=[CH:7][C:5]([NH2:6])=[C:4]([N+:10]([O-:12])=[O:11])[CH:3]=1. The yield is 0.950. (2) The reactants are [CH3:1][NH:2][C:3]([C:5]1[CH:10]([C:11]2[CH:16]=[CH:15][CH:14]=[CH:13][C:12]=2[CH3:17])[CH2:9][C:8]([N:18]2[CH2:23][CH2:22][N:21]([CH3:24])[CH2:20][CH2:19]2)=[N:7][CH:6]=1)=[O:4]. The catalyst is C(Cl)(Cl)Cl.O=[Mn]=O. The product is [CH3:1][NH:2][C:3](=[O:4])[C:5]1[C:10]([C:11]2[CH:16]=[CH:15][CH:14]=[CH:13][C:12]=2[CH3:17])=[CH:9][C:8]([N:18]2[CH2:23][CH2:22][N:21]([CH3:24])[CH2:20][CH2:19]2)=[N:7][CH:6]=1. The yield is 0.832. (3) The catalyst is CN(C)C=O. The yield is 0.850. The product is [F:64]/[C:58](=[CH:57]\[C:52]1[CH:53]=[CH:54][CH:55]=[CH:56][C:51]=1[NH:50][C:10](=[O:12])[C:9]1[CH:13]=[CH:14][CH:15]=[CH:16][C:8]=1[O:1][C:2]1[CH:3]=[CH:4][CH:5]=[CH:6][CH:7]=1)/[C:59]([O:61][CH2:62][CH3:63])=[O:60]. The reactants are [O:1]([C:8]1[CH:16]=[CH:15][CH:14]=[CH:13][C:9]=1[C:10]([OH:12])=O)[C:2]1[CH:7]=[CH:6][CH:5]=[CH:4][CH:3]=1.CN(C(ON1N=NC2C=CC=NC1=2)=[N+](C)C)C.F[P-](F)(F)(F)(F)F.CCN(C(C)C)C(C)C.[NH2:50][C:51]1[CH:56]=[CH:55][CH:54]=[CH:53][C:52]=1/[CH:57]=[C:58](\[F:64])/[C:59]([O:61][CH2:62][CH3:63])=[O:60]. (4) The reactants are [H-].[Na+].[Cl:3][C:4]1[S:8][C:7]([C:9]2[N:13]([C:14]3[CH:19]=[CH:18][C:17]([Cl:20])=[CH:16][C:15]=3[Cl:21])[N:12]=[C:11]([C:22](=[O:31])[CH2:23][C:24]([N:26]3[CH2:30][CH2:29][CH2:28][CH2:27]3)=[O:25])[C:10]=2[CH3:32])=[CH:6][CH:5]=1.[CH3:33]I. The catalyst is CCO. The product is [Cl:3][C:4]1[S:8][C:7]([C:9]2[N:13]([C:14]3[CH:19]=[CH:18][C:17]([Cl:20])=[CH:16][C:15]=3[Cl:21])[N:12]=[C:11]([C:22](=[O:31])[CH:23]([CH3:33])[C:24]([N:26]3[CH2:27][CH2:28][CH2:29][CH2:30]3)=[O:25])[C:10]=2[CH3:32])=[CH:6][CH:5]=1. The yield is 0.490. (5) The reactants are Cl.[NH2:2][C:3]1[CH:32]=[CH:31][C:6]2[NH:7][C:8]([C:13]3[C:14](=[O:30])[C@:15]([CH3:29])([CH2:24][CH2:25][CH:26]([CH3:28])[CH3:27])[C:16]4[C:21]([C:22]=3[OH:23])=[CH:20][CH:19]=[CH:18][CH:17]=4)=[N:9][S:10](=[O:12])(=[O:11])[C:5]=2[CH:4]=1.N1C=CC=CC=1.[C:39]([NH:42][C:43]1[CH:44]=[C:45]2[C:50](=[CH:51][CH:52]=1)[CH:49]=[C:48]([S:53](Cl)(=[O:55])=[O:54])[CH:47]=[CH:46]2)(=[O:41])[CH3:40]. The catalyst is CC(C)=O. The product is [OH:23][C:22]1[C:21]2[C:16](=[CH:17][CH:18]=[CH:19][CH:20]=2)[C@@:15]([CH3:29])([CH2:24][CH2:25][CH:26]([CH3:28])[CH3:27])[C:14](=[O:30])[C:13]=1[C:8]1[NH:7][C:6]2[CH:31]=[CH:32][C:3]([NH:2][S:53]([C:48]3[CH:49]=[C:50]4[C:45](=[CH:46][CH:47]=3)[CH:44]=[C:43]([NH:42][C:39](=[O:41])[CH3:40])[CH:52]=[CH:51]4)(=[O:55])=[O:54])=[CH:4][C:5]=2[S:10](=[O:12])(=[O:11])[N:9]=1. The yield is 0.610. (6) The reactants are C1C=CC(P(C2C(C3C(P(C4C=CC=CC=4)C4C=CC=CC=4)=CC=C4C=3C=CC=C4)=C3C(C=CC=C3)=CC=2)C2C=CC=CC=2)=CC=1.C(=O)([O-])[O-].[Cs+].[Cs+].[F:53][C:54]1[CH:55]=[C:56]([CH:60]([NH2:62])[CH3:61])[CH:57]=[CH:58][CH:59]=1.C1(C2SC(C(N)C)=CC=2)C=CC=CC=1.[Cl:77][C:78]1[CH:94]=[CH:93][C:81]2[CH2:82][CH2:83][N:84]([C:87](=[O:92])[C:88]([F:91])([F:90])[F:89])[CH2:85][CH2:86][C:80]=2[C:79]=1OS(C(F)(F)F)(=O)=O. The catalyst is C1(C)C=CC=CC=1.CCOC(C)=O.C1C=CC(/C=C/C(/C=C/C2C=CC=CC=2)=O)=CC=1.C1C=CC(/C=C/C(/C=C/C2C=CC=CC=2)=O)=CC=1.C1C=CC(/C=C/C(/C=C/C2C=CC=CC=2)=O)=CC=1.[Pd].[Pd]. The product is [Cl:77][C:78]1[CH:94]=[CH:93][C:81]2[CH2:82][CH2:83][N:84]([C:87](=[O:92])[C:88]([F:89])([F:91])[F:90])[CH2:85][CH2:86][C:80]=2[C:79]=1[NH:62][CH:60]([C:56]1[CH:57]=[CH:58][CH:59]=[C:54]([F:53])[CH:55]=1)[CH3:61]. The yield is 0.780. (7) The reactants are [F:1][C:2]1[C:3]([C:15]([C:17]2[CH:22]=[CH:21][C:20]([F:23])=[CH:19][CH:18]=2)=O)=[N:4][CH:5]=[CH:6][C:7]=1[C:8]1[C:9]([OH:14])=[N:10][CH:11]=[N:12][CH:13]=1.Cl.[NH2:25][OH:26]. The catalyst is N1C=CC=CC=1. The product is [F:1][C:2]1[C:3](/[C:15](/[C:17]2[CH:22]=[CH:21][C:20]([F:23])=[CH:19][CH:18]=2)=[N:25]\[OH:26])=[N:4][CH:5]=[CH:6][C:7]=1[C:8]1[C:9]([OH:14])=[N:10][CH:11]=[N:12][CH:13]=1. The yield is 0.692. (8) The reactants are [CH2:1]([OH:13])[CH2:2][CH2:3][CH2:4][CH2:5][CH2:6][CH2:7][CH2:8][CH2:9][CH2:10][CH2:11][CH3:12].CC(C)=O.C(N(CC)CC)C.[CH3:25][S:26](Cl)(=[O:28])=[O:27]. The catalyst is O. The product is [CH3:25][S:26]([O:13][CH2:1][CH2:2][CH2:3][CH2:4][CH2:5][CH2:6][CH2:7][CH2:8][CH2:9][CH2:10][CH2:11][CH3:12])(=[O:28])=[O:27]. The yield is 0.860. (9) The reactants are [I-:1].[Li+].CS(O[CH2:8][C:9]1[CH:14]=[C:13]([N:15]2[CH2:20][CH2:19][O:18][CH2:17][C@H:16]2[CH3:21])[N:12]=[C:11]([Cl:22])[N:10]=1)(=O)=O. The catalyst is O1CCOCC1. The yield is 0.660. The product is [Cl:22][C:11]1[N:12]=[C:13]([N:15]2[CH2:20][CH2:19][O:18][CH2:17][C@H:16]2[CH3:21])[CH:14]=[C:9]([CH2:8][I:1])[N:10]=1.